From a dataset of Forward reaction prediction with 1.9M reactions from USPTO patents (1976-2016). Predict the product of the given reaction. (1) Given the reactants Br[CH2:2][C:3]1[CH:4]=[C:5]([C:9]2[N:14]=[CH:13][CH:12]=[CH:11][N:10]=2)[CH:6]=[CH:7][CH:8]=1.[C-:15]#[N:16].[Na+], predict the reaction product. The product is: [N:10]1[CH:11]=[CH:12][CH:13]=[N:14][C:9]=1[C:5]1[CH:4]=[C:3]([CH2:2][C:15]#[N:16])[CH:8]=[CH:7][CH:6]=1. (2) Given the reactants [F:1][C:2]1[CH:7]=[C:6]([I:8])[CH:5]=[CH:4][C:3]=1[NH:9][C:10]1[N:11]([CH3:43])[C:12](=[O:42])[C:13]([CH3:41])=[C:14]2[C:19]=1[C:18](=[O:20])[N:17](CC1C=CC(OC)=CC=1)[C:16](=[O:30])[N:15]2[C:31]1[CH:32]=[C:33]([NH:37][C:38](=[O:40])[CH3:39])[CH:34]=[CH:35][CH:36]=1.[Cl-].[Al+3].[Cl-].[Cl-].CO, predict the reaction product. The product is: [F:1][C:2]1[CH:7]=[C:6]([I:8])[CH:5]=[CH:4][C:3]=1[NH:9][C:10]1[N:11]([CH3:43])[C:12](=[O:42])[C:13]([CH3:41])=[C:14]2[C:19]=1[C:18](=[O:20])[NH:17][C:16](=[O:30])[N:15]2[C:31]1[CH:32]=[C:33]([NH:37][C:38](=[O:40])[CH3:39])[CH:34]=[CH:35][CH:36]=1. (3) Given the reactants [CH2:1]([S:3]([C:6]1[CH:7]=[CH:8][C:9](F)=[C:10]([CH:14]=1)[C:11]([OH:13])=[O:12])(=[O:5])=[O:4])[CH3:2].[F:16][C:17]([F:22])([F:21])[CH:18]([OH:20])[CH3:19], predict the reaction product. The product is: [CH2:1]([S:3]([C:6]1[CH:7]=[CH:8][C:9]([O:20][CH:18]([CH3:19])[C:17]([F:22])([F:21])[F:16])=[C:10]([CH:14]=1)[C:11]([OH:13])=[O:12])(=[O:5])=[O:4])[CH3:2]. (4) Given the reactants [S:1]([C:5]1[CH:6]=[C:7]([N:19]=[C:20]=[S:21])[C:8]2[C:13]([CH:14]=1)=[CH:12][C:11]([S:15]([OH:18])(=[O:17])=[O:16])=[CH:10][CH:9]=2)([OH:4])(=[O:3])=[O:2].[Na:22].C1C=C2C(C(O)(O)C(=O)C2=CC=1)=O.C[N:37](C)CC=C, predict the reaction product. The product is: [S:1]([C:5]1[CH:6]=[C:7]([NH:19][C:20]([NH2:37])=[S:21])[C:8]2[C:13]([CH:14]=1)=[CH:12][C:11]([S:15]([OH:18])(=[O:16])=[O:17])=[CH:10][CH:9]=2)([OH:4])(=[O:3])=[O:2].[Na:22]. (5) Given the reactants [OH:1][C:2]([C:5]1[CH:39]=[CH:38][C:8]([C:9]([NH:11][C:12]2[CH:17]=[C:16]([C:18]3[CH:27]=[C:26]4[C:21]([CH2:22][CH2:23][N:24](C(OC(C)(C)C)=O)[CH2:25]4)=[CH:20][CH:19]=3)[N:15]3[N:35]=[CH:36][CH:37]=[C:14]3[N:13]=2)=[O:10])=[CH:7][CH:6]=1)([CH3:4])[CH3:3].[F:40][C:41]([F:46])([F:45])[C:42]([OH:44])=[O:43], predict the reaction product. The product is: [F:40][C:41]([F:46])([F:45])[C:42]([OH:44])=[O:43].[OH:1][C:2]([C:5]1[CH:6]=[CH:7][C:8]([C:9]([NH:11][C:12]2[CH:17]=[C:16]([C:18]3[CH:27]=[C:26]4[C:21]([CH2:22][CH2:23][NH:24][CH2:25]4)=[CH:20][CH:19]=3)[N:15]3[N:35]=[CH:36][CH:37]=[C:14]3[N:13]=2)=[O:10])=[CH:38][CH:39]=1)([CH3:4])[CH3:3]. (6) Given the reactants [Br:1][C:2]1[C:7]([CH3:8])=[CH:6][C:5]([C:9]([C:11]2[CH:16]=[CH:15][C:14]([F:17])=[CH:13][CH:12]=2)=[O:10])=[C:4]([O:18]C)[CH:3]=1.B(Br)(Br)Br, predict the reaction product. The product is: [Br:1][C:2]1[C:7]([CH3:8])=[CH:6][C:5]([C:9]([C:11]2[CH:16]=[CH:15][C:14]([F:17])=[CH:13][CH:12]=2)=[O:10])=[C:4]([OH:18])[CH:3]=1.